Dataset: Catalyst prediction with 721,799 reactions and 888 catalyst types from USPTO. Task: Predict which catalyst facilitates the given reaction. (1) Product: [Cl:38][C:33]1[CH:34]=[CH:35][CH:36]=[CH:37][C:32]=1[N:29]1[C:25]2=[N:26][CH:27]=[N:28][C:23]([O:3][C@@H:4]([CH2:15][O:16][C@H:17]([CH3:21])[CH2:18][O:19][CH3:20])[C:5]([NH:7][C:8]3[CH:13]=[N:12][C:11]([CH3:14])=[CH:10][N:9]=3)=[O:6])=[C:24]2[CH:31]=[N:30]1. The catalyst class is: 56. Reactant: [H-].[Na+].[OH:3][C@@H:4]([CH2:15][O:16][C@H:17]([CH3:21])[CH2:18][O:19][CH3:20])[C:5]([NH:7][C:8]1[CH:13]=[N:12][C:11]([CH3:14])=[CH:10][N:9]=1)=[O:6].Cl[C:23]1[N:28]=[CH:27][N:26]=[C:25]2[N:29]([C:32]3[CH:37]=[CH:36][CH:35]=[CH:34][C:33]=3[Cl:38])[N:30]=[CH:31][C:24]=12. (2) Reactant: [NH2:1][C:2]1[N:3]([CH3:8])[O:4][C:5](=[O:7])[CH:6]=1.[C:9]([C:11]1[CH:12]=[C:13]([CH:16]=[CH:17][CH:18]=1)[CH:14]=O)#[N:10].[O:19]1[CH2:24][C:23](=O)[CH2:22][C:21](=[O:26])[CH2:20]1. Product: [CH3:8][N:3]1[C:2]2[NH:1][C:23]3[CH2:24][O:19][CH2:20][C:21](=[O:26])[C:22]=3[CH:14]([C:13]3[CH:12]=[C:11]([CH:18]=[CH:17][CH:16]=3)[C:9]#[N:10])[C:6]=2[C:5](=[O:7])[O:4]1. The catalyst class is: 8. (3) Reactant: [CH3:1][C:2]1[N:3]=[C:4]([C:11]2[CH:16]=[CH:15][C:14]([C:17]([F:20])([F:19])[F:18])=[CH:13][CH:12]=2)[O:5][C:6]=1[C:7](=[O:10])[CH2:8][CH3:9].CC1N=C(C2C=CC(C(F)(F)F)=CC=2)OC=1C(O)CC.O1CCCC1.[BH4-].[Li+]. Product: [CH3:1][C:2]1[N:3]=[C:4]([C:11]2[CH:16]=[CH:15][C:14]([C:17]([F:20])([F:18])[F:19])=[CH:13][CH:12]=2)[O:5][C:6]=1[CH:7]([OH:10])[CH2:8][CH3:9]. The catalyst class is: 33. (4) Reactant: [C:1]([C:3]1[CH:4]=[C:5]2[C:10](=[CH:11][C:12]=1[O:13][C:14]1[CH:22]=[CH:21][C:17]([C:18]([OH:20])=O)=[CH:16][C:15]=1[CH3:23])[O:9][CH2:8][CH2:7][CH:6]2[C:24]([O:26][CH3:27])=[O:25])#[N:2].C(N(C(C)C)C(C)C)C.CN(C(ON1N=NC2C=CC=CC1=2)=[N+](C)C)C.F[P-](F)(F)(F)(F)F.[Cl:61][C:62]1[CH:67]=[CH:66][C:65]([CH2:68][CH2:69][NH2:70])=[CH:64][CH:63]=1.Cl. Product: [Cl:61][C:62]1[CH:67]=[CH:66][C:65]([CH2:68][CH2:69][NH:70][C:18]([C:17]2[CH:21]=[CH:22][C:14]([O:13][C:12]3[CH:11]=[C:10]4[C:5]([CH:6]([C:24]([O:26][CH3:27])=[O:25])[CH2:7][CH2:8][O:9]4)=[CH:4][C:3]=3[C:1]#[N:2])=[C:15]([CH3:23])[CH:16]=2)=[O:20])=[CH:64][CH:63]=1. The catalyst class is: 3. (5) Reactant: [NH2:1][C:2]1([C:15](=[O:29])[NH:16][CH2:17][CH2:18][C:19]2[C:27]3[C:22](=[CH:23][CH:24]=[C:25]([F:28])[CH:26]=3)[NH:21][CH:20]=2)[CH2:7][CH2:6][N:5]([C:8]([O:10][C:11]([CH3:14])([CH3:13])[CH3:12])=[O:9])[CH2:4][CH2:3]1.[F:30][C:31]1[CH:41]=[CH:40][C:34](/[CH:35]=[CH:36]/[C:37](O)=[O:38])=[CH:33][C:32]=1[Br:42].C(N(C(C)C)CC)(C)C.F[P-](F)(F)(F)(F)F.N1(OC(N(C)C)=[N+](C)C)C2N=CC=CC=2N=N1. Product: [C:11]([O:10][C:8]([N:5]1[CH2:4][CH2:3][C:2]([NH:1][C:37](=[O:38])/[CH:36]=[CH:35]/[C:34]2[CH:40]=[CH:41][C:31]([F:30])=[C:32]([Br:42])[CH:33]=2)([C:15](=[O:29])[NH:16][CH2:17][CH2:18][C:19]2[C:27]3[C:22](=[CH:23][CH:24]=[C:25]([F:28])[CH:26]=3)[NH:21][CH:20]=2)[CH2:7][CH2:6]1)=[O:9])([CH3:13])([CH3:14])[CH3:12]. The catalyst class is: 3. (6) Reactant: [Cl:1][C:2]1[N:7]=[C:6](Cl)[C:5]([CH3:9])=[CH:4][N:3]=1.Cl.[NH2:11][CH:12]1[CH2:17][CH2:16][N:15]([C:18]2[CH:25]=[CH:24][C:21]([C:22]#[N:23])=[CH:20][N:19]=2)[CH2:14][CH2:13]1. Product: [Cl:1][C:2]1[N:7]=[C:6]([NH:11][CH:12]2[CH2:17][CH2:16][N:15]([C:18]3[CH:25]=[CH:24][C:21]([C:22]#[N:23])=[CH:20][N:19]=3)[CH2:14][CH2:13]2)[C:5]([CH3:9])=[CH:4][N:3]=1. The catalyst class is: 14. (7) Reactant: Cl[C:2]1[N:7]=[N:6][C:5]([O:8][CH2:9][CH3:10])=[C:4]([N:11]2[CH2:16][CH2:15][O:14][CH2:13][CH2:12]2)[CH:3]=1.[CH3:17][C:18]1[N:23]=[CH:22][C:21]([NH2:24])=[CH:20][C:19]=1B1OC(C)(C)C(C)(C)O1.C([O-])([O-])=O.[Na+].[Na+].C(Cl)Cl. Product: [CH2:9]([O:8][CH:5]1[NH:6][N:7]=[C:2]([C:19]2[CH:20]=[C:21]([NH2:24])[CH:22]=[N:23][C:18]=2[CH3:17])[CH:3]=[C:4]1[N:11]1[CH2:16][CH2:15][O:14][CH2:13][CH2:12]1)[CH3:10]. The catalyst class is: 57.